From a dataset of Reaction yield outcomes from USPTO patents with 853,638 reactions. Predict the reaction yield, written as a fraction of the theoretical maximum amount of product (1.0 means a 100% yield; for example, 0.34 means a 34% yield). (1) The reactants are [OH:1][CH2:2][C@H:3]([CH2:19][CH:20]=[CH2:21])[CH2:4][C@H:5]1[CH2:9][O:8][C:7]([CH3:11])([CH3:10])[N:6]1[C:12]([O:14][C:15]([CH3:18])([CH3:17])[CH3:16])=[O:13].N1C=CN=C1.[CH3:27][C:28]([Si:31](Cl)([CH3:33])[CH3:32])([CH3:30])[CH3:29]. The catalyst is CN(C1C=CN=CC=1)C.C(Cl)Cl. The product is [Si:31]([O:1][CH2:2][C@H:3]([CH2:19][CH:20]=[CH2:21])[CH2:4][C@H:5]1[CH2:9][O:8][C:7]([CH3:11])([CH3:10])[N:6]1[C:12]([O:14][C:15]([CH3:18])([CH3:17])[CH3:16])=[O:13])([C:28]([CH3:30])([CH3:29])[CH3:27])([CH3:33])[CH3:32]. The yield is 0.570. (2) The reactants are [NH2:1][C:2]1[CH:3]=[C:4]([CH:7]=[CH:8][CH:9]=1)[C:5]#[N:6].C(N(CC)CC)C.FC(F)(F)S(O[Si:23]([CH3:26])([CH3:25])[CH3:24])(=O)=O. The catalyst is C1(C)C=CC=CC=1. The product is [CH3:24][Si:23]([N:1]([Si:23]([CH3:26])([CH3:25])[CH3:24])[C:2]1[CH:3]=[C:4]([CH:7]=[CH:8][CH:9]=1)[C:5]#[N:6])([CH3:26])[CH3:25]. The yield is 0.970. (3) The reactants are [C:1]([O:5][C:6]([NH:8][C@@H:9]1[CH2:14][CH2:13][C@H:12]([C:15]([OH:17])=[O:16])[CH2:11][CH2:10]1)=[O:7])([CH3:4])([CH3:3])[CH3:2].[CH3:18][Si](C=[N+]=[N-])(C)C. The catalyst is CCCCCC. The product is [C:1]([O:5][C:6]([NH:8][C@@H:9]1[CH2:10][CH2:11][C@H:12]([C:15]([O:17][CH3:18])=[O:16])[CH2:13][CH2:14]1)=[O:7])([CH3:4])([CH3:2])[CH3:3]. The yield is 1.00.